This data is from Full USPTO retrosynthesis dataset with 1.9M reactions from patents (1976-2016). The task is: Predict the reactants needed to synthesize the given product. (1) Given the product [ClH:21].[NH2:7][C@H:8]1[CH2:14][S:13][C:12]2[CH:15]=[CH:16][CH:17]=[CH:18][C:11]=2[NH:10][C:9]1=[O:19], predict the reactants needed to synthesize it. The reactants are: C(OC(=O)[NH:7][C@H:8]1[CH2:14][S:13][C:12]2[CH:15]=[CH:16][CH:17]=[CH:18][C:11]=2[NH:10][C:9]1=[O:19])(C)(C)C.[ClH:21]. (2) Given the product [NH2:14][C:11]1[N:12]=[CH:13][C:8]([C:5]2[CH:6]=[CH:7][C:2]([C:30]3[CH:31]=[CH:32][CH:33]=[CH:34][C:29]=3[NH:28][S:25]([CH:23]([CH3:24])[CH3:22])(=[O:27])=[O:26])=[CH:3][C:4]=2[F:15])=[N:9][CH:10]=1, predict the reactants needed to synthesize it. The reactants are: Br[C:2]1[CH:7]=[CH:6][C:5]([C:8]2[N:9]=[CH:10][C:11]([NH2:14])=[N:12][CH:13]=2)=[C:4]([F:15])[CH:3]=1.C([O-])([O-])=O.[K+].[K+].[CH3:22][CH:23]([S:25]([NH:28][C:29]1[CH:34]=[CH:33][CH:32]=[CH:31][C:30]=1B(O)O)(=[O:27])=[O:26])[CH3:24].